Dataset: Reaction yield outcomes from USPTO patents with 853,638 reactions. Task: Predict the reaction yield, written as a fraction of the theoretical maximum amount of product (1.0 means a 100% yield; for example, 0.34 means a 34% yield). (1) The reactants are [OH:1][C:2]1[C:11]2[C:6](=[CH:7][CH:8]=[CH:9][CH:10]=2)[C@:5]([CH3:17])([CH2:12][CH2:13][CH:14]([CH3:16])[CH3:15])[C:4](=[O:18])[C:3]=1C(OCC)=O.Cl. The catalyst is O1CCOCC1. The product is [OH:1][C:2]1[C:11]2[C:6](=[CH:7][CH:8]=[CH:9][CH:10]=2)[C@:5]([CH3:17])([CH2:12][CH2:13][CH:14]([CH3:15])[CH3:16])[C:4](=[O:18])[CH:3]=1. The yield is 0.800. (2) The reactants are C1C=CC(C2C=CC=CC=2)=CC=1.C1C=CC(OC2C=CC=CC=2)=CC=1.CC1(C)O[C:31](=[O:33])[C:30](=[CH:34][NH:35][C:36]2[CH:41]=[CH:40][C:39]([O:42][C:43](=[O:45])[CH3:44])=[C:38]([F:46])[CH:37]=2)C(=O)O1. The catalyst is CCOCC. The product is [F:46][C:38]1[C:39]([O:42][C:43](=[O:45])[CH3:44])=[CH:40][CH:41]=[C:36]2[C:37]=1[C:31](=[O:33])[CH:30]=[CH:34][NH:35]2. The yield is 0.660. (3) The reactants are C(OC(=O)[NH:7][CH2:8][CH:9]1[CH2:14][CH2:13][CH:12]([CH2:15][NH:16][C:17]2[C:22]([N+:23]([O-:25])=[O:24])=[CH:21][N:20]=[C:19]([NH:26][CH2:27][C:28]3[C:29]([CH3:46])=[C:30]([C:34]4[CH:39]=[CH:38][CH:37]=[C:36]([CH2:40][NH:41][CH2:42][C:43](=[O:45])[NH2:44])[CH:35]=4)[CH:31]=[CH:32][CH:33]=3)[N:18]=2)[CH2:11][CH2:10]1)(C)(C)C.Cl.C([O-])(O)=O.[Na+]. The catalyst is ClCCl. The product is [NH2:7][CH2:8][C@H:9]1[CH2:14][CH2:13][C@H:12]([CH2:15][NH:16][C:17]2[C:22]([N+:23]([O-:25])=[O:24])=[CH:21][N:20]=[C:19]([NH:26][CH2:27][C:28]3[C:29]([CH3:46])=[C:30]([C:34]4[CH:39]=[CH:38][CH:37]=[C:36]([CH2:40][NH:41][CH2:42][C:43]([NH2:44])=[O:45])[CH:35]=4)[CH:31]=[CH:32][CH:33]=3)[N:18]=2)[CH2:11][CH2:10]1. The yield is 0.250. (4) The reactants are [CH3:1][N:2]([CH3:32])[C:3]([C:5]1[N:26]([CH:27]2[CH2:31][CH2:30][CH2:29][CH2:28]2)[C:8]2[N:9]=[C:10]([NH:13][C:14]3[CH:19]=[CH:18][C:17]([N:20]4[CH2:25][CH2:24][NH:23][CH2:22][CH2:21]4)=[CH:16][N:15]=3)[N:11]=[CH:12][C:7]=2[CH:6]=1)=[O:4].[CH:33]1([CH2:38][CH2:39][C:40](Cl)=[O:41])[CH2:37][CH2:36][CH2:35][CH2:34]1. No catalyst specified. The product is [CH3:1][N:2]([CH3:32])[C:3]([C:5]1[N:26]([CH:27]2[CH2:31][CH2:30][CH2:29][CH2:28]2)[C:8]2[N:9]=[C:10]([NH:13][C:14]3[CH:19]=[CH:18][C:17]([N:20]4[CH2:21][CH2:22][N:23]([C:40](=[O:41])[CH2:39][CH2:38][CH:33]5[CH2:37][CH2:36][CH2:35][CH2:34]5)[CH2:24][CH2:25]4)=[CH:16][N:15]=3)[N:11]=[CH:12][C:7]=2[CH:6]=1)=[O:4]. The yield is 0.440. (5) The reactants are CN(C(ON1N=NC2C=CC=NC1=2)=[N+](C)C)C.F[P-](F)(F)(F)(F)F.[F:25][C:26]1[CH:27]=[C:28]([NH:36][C:37]([C@H:39]2[C:48]3[C:43](=[CH:44][C:45]([O:49][CH3:50])=[CH:46][CH:47]=3)[CH2:42][CH2:41][NH:40]2)=[O:38])[CH:29]=[CH:30][C:31]=1[Si:32]([CH3:35])([CH3:34])[CH3:33].CCN(C(C)C)C(C)C.[C:60]([O:64][C:65](=[O:74])[CH2:66][C@H:67]1[CH2:70][C@H:69]([C:71](O)=[O:72])[CH2:68]1)([CH3:63])([CH3:62])[CH3:61]. The catalyst is CN(C=O)C.O. The product is [F:25][C:26]1[CH:27]=[C:28]([NH:36][C:37]([C@H:39]2[C:48]3[C:43](=[CH:44][C:45]([O:49][CH3:50])=[CH:46][CH:47]=3)[CH2:42][CH2:41][N:40]2[C:71]([C@H:69]2[CH2:68][C@H:67]([CH2:66][C:65]([O:64][C:60]([CH3:63])([CH3:62])[CH3:61])=[O:74])[CH2:70]2)=[O:72])=[O:38])[CH:29]=[CH:30][C:31]=1[Si:32]([CH3:33])([CH3:35])[CH3:34]. The yield is 0.860. (6) The reactants are [N:1]([C@@H:4]1[C@@H:8]([CH2:9][O:10][C:11]([C:24]2[CH:29]=[CH:28][CH:27]=[CH:26][CH:25]=2)([C:18]2[CH:23]=[CH:22][CH:21]=[CH:20][CH:19]=2)[C:12]2[CH:17]=[CH:16][CH:15]=[CH:14][CH:13]=2)[O:7][C@@H:6]([N:30]2[CH:37]=[CH:36][C:34](=[O:35])[NH:33][C:31]2=[O:32])[CH2:5]1)=[N+]=[N-]. The catalyst is C(O)C. The product is [NH2:1][C@@H:4]1[C@@H:8]([CH2:9][O:10][C:11]([C:18]2[CH:19]=[CH:20][CH:21]=[CH:22][CH:23]=2)([C:24]2[CH:29]=[CH:28][CH:27]=[CH:26][CH:25]=2)[C:12]2[CH:17]=[CH:16][CH:15]=[CH:14][CH:13]=2)[O:7][C@@H:6]([N:30]2[CH:37]=[CH:36][C:34](=[O:35])[NH:33][C:31]2=[O:32])[CH2:5]1. The yield is 0.700.